Predict the reactants needed to synthesize the given product. From a dataset of Full USPTO retrosynthesis dataset with 1.9M reactions from patents (1976-2016). (1) Given the product [C:58]([O:57][C:55]([N:23]([C:21]([O:20][C:16]([CH3:19])([CH3:18])[CH3:17])=[O:22])[C:24]1[C:25]([C:31]2[O:35][N:34]=[C:33]([C:36]3[CH:41]=[CH:40][C:39]([C@@H:42]4[CH2:47][O:46][CH2:45][CH2:44][N:43]4[C:48]([O:50][C:51]([CH3:53])([CH3:52])[CH3:54])=[O:49])=[CH:38][CH:37]=3)[CH:32]=2)=[N:26][C:27]([C:10]2[CH:11]=[CH:12][C:7]([S:4]([CH:1]([CH3:3])[CH3:2])(=[O:6])=[O:5])=[CH:8][CH:9]=2)=[CH:28][N:29]=1)=[O:56])([CH3:61])([CH3:59])[CH3:60], predict the reactants needed to synthesize it. The reactants are: [CH:1]([S:4]([C:7]1[CH:12]=[CH:11][C:10](B(O)O)=[CH:9][CH:8]=1)(=[O:6])=[O:5])([CH3:3])[CH3:2].[C:16]([O:20][C:21]([N:23]([C:55]([O:57][C:58]([CH3:61])([CH3:60])[CH3:59])=[O:56])[C:24]1[C:25]([C:31]2[O:35][N:34]=[C:33]([C:36]3[CH:41]=[CH:40][C:39]([C@@H:42]4[CH2:47][O:46][CH2:45][CH2:44][N:43]4[C:48]([O:50][C:51]([CH3:54])([CH3:53])[CH3:52])=[O:49])=[CH:38][CH:37]=3)[CH:32]=2)=[N:26][C:27](Br)=[CH:28][N:29]=1)=[O:22])([CH3:19])([CH3:18])[CH3:17].C([O-])([O-])=O.[Na+].[Na+].O. (2) Given the product [CH:1]([C:5]1[CH:12]=[C:11]([CH:13]=[CH:14][C:15]([C:17]2[CH:22]=[CH:21][C:20]([Cl:23])=[CH:19][CH:18]=2)=[O:16])[CH:10]=[C:7]2[C:54]=1[O:53][C:51](=[O:52])[C:50]([C:49]([O:56][CH3:57])=[O:55])=[CH:6]2)([CH2:3][CH3:4])[CH3:2], predict the reactants needed to synthesize it. The reactants are: [CH:1]([C:5]1[C:6](O)=[C:7]([CH:10]=[C:11]([CH:13]=[CH:14][C:15]([C:17]2[CH:22]=[CH:21][C:20]([Cl:23])=[CH:19][CH:18]=2)=[O:16])[CH:12]=1)C=O)([CH2:3][CH3:4])[CH3:2].C(C1C(O)=C(C=C(/C=C/C(=O)C2C=CC(C)=CC=2)C=1)C=O)(CC)C.[C:49]([O:56][CH3:57])(=[O:55])[CH2:50][C:51]([O:53][CH3:54])=[O:52].CN1CCOCC1. (3) Given the product [CH3:21][CH:22]1[NH:23][CH:24]([CH3:28])[CH2:25][N:26]([CH2:12][C:10]([OH:11])([CH2:9][C:8]([C:6]2[CH:7]=[C:2]([F:1])[CH:3]=[CH:4][C:5]=2[O:19][CH3:20])([CH3:18])[CH3:17])[C:13]([F:16])([F:15])[F:14])[CH2:27]1, predict the reactants needed to synthesize it. The reactants are: [F:1][C:2]1[CH:3]=[CH:4][C:5]([O:19][CH3:20])=[C:6]([C:8]([CH3:18])([CH3:17])[CH2:9][C:10]2([C:13]([F:16])([F:15])[F:14])[CH2:12][O:11]2)[CH:7]=1.[CH3:21][CH:22]1[CH2:27][NH:26][CH2:25][CH:24]([CH3:28])[NH:23]1.